Dataset: Full USPTO retrosynthesis dataset with 1.9M reactions from patents (1976-2016). Task: Predict the reactants needed to synthesize the given product. (1) Given the product [NH2:4][CH2:3][CH:5]([CH2:14][CH:15]([CH3:17])[CH3:16])[CH2:6][C:7]([N:9]([CH2:12][CH3:13])[CH2:10][CH3:11])=[O:8], predict the reactants needed to synthesize it. The reactants are: [OH-].[K+].[C:3]([CH:5]([CH2:14][CH:15]([CH3:17])[CH3:16])[CH2:6][C:7]([N:9]([CH2:12][CH3:13])[CH2:10][CH3:11])=[O:8])#[N:4].N.[H][H]. (2) The reactants are: Cl[C:2](Cl)([O:4]C(=O)OC(Cl)(Cl)Cl)Cl.[CH3:13][C:14]([C:28]1[CH:33]=[CH:32][CH:31]=[CH:30][CH:29]=1)([CH2:20][O:21][CH:22]1[CH2:27][CH2:26][CH2:25][CH2:24][O:23]1)[CH2:15][CH2:16][CH2:17][CH2:18][NH2:19].CCN(CC)CC. Given the product [N:19]([CH2:18][CH2:17][CH2:16][CH2:15][C:14]([CH3:13])([C:28]1[CH:29]=[CH:30][CH:31]=[CH:32][CH:33]=1)[CH2:20][O:21][CH:22]1[CH2:27][CH2:26][CH2:25][CH2:24][O:23]1)=[C:2]=[O:4], predict the reactants needed to synthesize it. (3) Given the product [C:26]([CH2:25][CH2:24][C:23]([NH:22][C@H:7]([CH2:8][C:9]1[CH:14]=[CH:13][C:12]([C:15]2[CH:20]=[CH:19][CH:18]=[C:17]([Cl:21])[CH:16]=2)=[CH:11][CH:10]=1)[CH2:6][C@@H:5]([CH3:30])[C:4]([OH:31])=[O:3])=[O:29])([OH:28])=[O:27], predict the reactants needed to synthesize it. The reactants are: C([O:3][C:4](=[O:31])[C@H:5]([CH3:30])[CH2:6][C@H:7]([NH:22][C:23](=[O:29])[CH2:24][CH2:25][C:26]([OH:28])=[O:27])[CH2:8][C:9]1[CH:14]=[CH:13][C:12]([C:15]2[CH:20]=[CH:19][CH:18]=[C:17]([Cl:21])[CH:16]=2)=[CH:11][CH:10]=1)C.[OH-].[Na+].Cl.